From a dataset of Full USPTO retrosynthesis dataset with 1.9M reactions from patents (1976-2016). Predict the reactants needed to synthesize the given product. Given the product [CH2:27]([N:14]([CH2:13][C:12]1[CH:11]=[CH:10][C:9]([O:8][C:7]2[CH:6]=[C:5]([CH:38]=[CH:37][CH:36]=2)[O:4][CH2:3][CH2:2][NH:1][C:40](=[O:41])[O:42][CH3:43])=[CH:35][CH:34]=1)[C:15]1[CH:20]=[CH:19][CH:18]=[C:17]([NH:21][S:22]([CH3:25])(=[O:24])=[O:23])[C:16]=1[CH3:26])[C:28]1[CH:29]=[CH:30][CH:31]=[CH:32][CH:33]=1, predict the reactants needed to synthesize it. The reactants are: [NH2:1][CH2:2][CH2:3][O:4][C:5]1[CH:6]=[C:7]([CH:36]=[CH:37][CH:38]=1)[O:8][C:9]1[CH:35]=[CH:34][C:12]([CH2:13][N:14]([CH2:27][C:28]2[CH:33]=[CH:32][CH:31]=[CH:30][CH:29]=2)[C:15]2[C:16]([CH3:26])=[C:17]([NH:21][S:22]([CH3:25])(=[O:24])=[O:23])[CH:18]=[CH:19][CH:20]=2)=[CH:11][CH:10]=1.Cl[C:40]([O:42][CH3:43])=[O:41].